From a dataset of Forward reaction prediction with 1.9M reactions from USPTO patents (1976-2016). Predict the product of the given reaction. (1) Given the reactants [I:1]I.[CH3:3][O:4][C:5]1[CH:10]=[CH:9][C:8]([C@H:11]2[CH2:13][C@@H:12]2[C:14]([O:16][CH2:17][CH3:18])=[O:15])=[CH:7][CH:6]=1, predict the reaction product. The product is: [I:1][C:10]1[CH:9]=[C:8]([C@H:11]2[CH2:13][C@@H:12]2[C:14]([O:16][CH2:17][CH3:18])=[O:15])[CH:7]=[CH:6][C:5]=1[O:4][CH3:3]. (2) Given the reactants [O:1]1[CH2:5][CH2:4][O:3][C:2]1([CH2:8][OH:9])[CH2:6][OH:7].[C:10]([CH2:14][C:15]([O:17][CH3:18])=[O:16])(=O)[CH2:11][CH3:12].C(OCC)(OCC)OCC.C(=O)([O-])O.[Na+], predict the reaction product. The product is: [CH3:18][O:17][C:15](=[O:16])[CH2:14][C:10]1([CH2:11][CH3:12])[O:9][CH2:8][C:2]2([O:3][CH2:4][CH2:5][O:1]2)[CH2:6][O:7]1. (3) Given the reactants [C:1]([O:4][C:5]1[CH:26]=[CH:25][C:8]([CH:9]=[CH:10][C:11]2[CH:16]=[C:15]([O:17]COC)[CH:14]=[C:13]([O:21]COC)[CH:12]=2)=[CH:7][CH:6]=1)(=[O:3])[CH3:2].[Na+].[I-].C[Si](Cl)(C)C, predict the reaction product. The product is: [C:1]([O:4][C:5]1[CH:26]=[CH:25][C:8]([CH:9]=[CH:10][C:11]2[CH:12]=[C:13]([OH:21])[CH:14]=[C:15]([OH:17])[CH:16]=2)=[CH:7][CH:6]=1)(=[O:3])[CH3:2]. (4) Given the reactants [C:1]([O:5][C:6](=[O:24])[NH:7][C:8]1[CH:13]=[C:12]([N:14]([CH2:16][CH2:17][O:18][CH3:19])[CH3:15])[C:11]([Cl:20])=[CH:10][C:9]=1[N+:21]([O-])=O)([CH3:4])([CH3:3])[CH3:2].O.O.Cl[Sn]Cl, predict the reaction product. The product is: [C:1]([O:5][C:6](=[O:24])[NH:7][C:8]1[CH:13]=[C:12]([N:14]([CH2:16][CH2:17][O:18][CH3:19])[CH3:15])[C:11]([Cl:20])=[CH:10][C:9]=1[NH2:21])([CH3:4])([CH3:2])[CH3:3].